From a dataset of NCI-60 drug combinations with 297,098 pairs across 59 cell lines. Regression. Given two drug SMILES strings and cell line genomic features, predict the synergy score measuring deviation from expected non-interaction effect. (1) Drug 1: COC1=CC(=CC(=C1O)OC)C2C3C(COC3=O)C(C4=CC5=C(C=C24)OCO5)OC6C(C(C7C(O6)COC(O7)C8=CC=CS8)O)O. Drug 2: CC1C(C(CC(O1)OC2CC(CC3=C2C(=C4C(=C3O)C(=O)C5=CC=CC=C5C4=O)O)(C(=O)C)O)N)O. Cell line: MOLT-4. Synergy scores: CSS=50.9, Synergy_ZIP=-12.4, Synergy_Bliss=-27.2, Synergy_Loewe=-29.5, Synergy_HSA=-25.1. (2) Drug 1: COC1=C(C=C2C(=C1)N=CN=C2NC3=CC(=C(C=C3)F)Cl)OCCCN4CCOCC4. Drug 2: CCCCCOC(=O)NC1=NC(=O)N(C=C1F)C2C(C(C(O2)C)O)O. Cell line: BT-549. Synergy scores: CSS=23.2, Synergy_ZIP=7.41, Synergy_Bliss=4.79, Synergy_Loewe=-35.9, Synergy_HSA=3.27. (3) Drug 1: COC1=C(C=C2C(=C1)N=CN=C2NC3=CC(=C(C=C3)F)Cl)OCCCN4CCOCC4. Drug 2: CS(=O)(=O)OCCCCOS(=O)(=O)C. Cell line: CCRF-CEM. Synergy scores: CSS=33.4, Synergy_ZIP=2.39, Synergy_Bliss=7.49, Synergy_Loewe=4.60, Synergy_HSA=9.00. (4) Drug 1: CC1=C(N=C(N=C1N)C(CC(=O)N)NCC(C(=O)N)N)C(=O)NC(C(C2=CN=CN2)OC3C(C(C(C(O3)CO)O)O)OC4C(C(C(C(O4)CO)O)OC(=O)N)O)C(=O)NC(C)C(C(C)C(=O)NC(C(C)O)C(=O)NCCC5=NC(=CS5)C6=NC(=CS6)C(=O)NCCC[S+](C)C)O. Drug 2: C#CCC(CC1=CN=C2C(=N1)C(=NC(=N2)N)N)C3=CC=C(C=C3)C(=O)NC(CCC(=O)O)C(=O)O. Cell line: U251. Synergy scores: CSS=33.5, Synergy_ZIP=0.884, Synergy_Bliss=2.57, Synergy_Loewe=0.546, Synergy_HSA=1.39. (5) Drug 1: CC1C(C(CC(O1)OC2CC(CC3=C2C(=C4C(=C3O)C(=O)C5=C(C4=O)C(=CC=C5)OC)O)(C(=O)C)O)N)O.Cl. Drug 2: CCC1(C2=C(COC1=O)C(=O)N3CC4=CC5=C(C=CC(=C5CN(C)C)O)N=C4C3=C2)O.Cl. Cell line: RXF 393. Synergy scores: CSS=8.81, Synergy_ZIP=-6.51, Synergy_Bliss=-3.85, Synergy_Loewe=-4.20, Synergy_HSA=-1.69. (6) Drug 1: CNC(=O)C1=CC=CC=C1SC2=CC3=C(C=C2)C(=NN3)C=CC4=CC=CC=N4. Drug 2: C1=NC(=NC(=O)N1C2C(C(C(O2)CO)O)O)N. Cell line: COLO 205. Synergy scores: CSS=0.341, Synergy_ZIP=-0.0307, Synergy_Bliss=6.10, Synergy_Loewe=-0.437, Synergy_HSA=0.274. (7) Drug 1: C1C(C(OC1N2C=C(C(=O)NC2=O)F)CO)O. Drug 2: CC1C(C(CC(O1)OC2CC(OC(C2O)C)OC3=CC4=CC5=C(C(=O)C(C(C5)C(C(=O)C(C(C)O)O)OC)OC6CC(C(C(O6)C)O)OC7CC(C(C(O7)C)O)OC8CC(C(C(O8)C)O)(C)O)C(=C4C(=C3C)O)O)O)O. Cell line: PC-3. Synergy scores: CSS=43.4, Synergy_ZIP=-2.92, Synergy_Bliss=0.406, Synergy_Loewe=-4.69, Synergy_HSA=0.647. (8) Drug 1: C1=NC2=C(N1)C(=S)N=CN2. Drug 2: CC1=C(C=C(C=C1)C(=O)NC2=CC(=CC(=C2)C(F)(F)F)N3C=C(N=C3)C)NC4=NC=CC(=N4)C5=CN=CC=C5. Cell line: SN12C. Synergy scores: CSS=4.98, Synergy_ZIP=3.85, Synergy_Bliss=1.07, Synergy_Loewe=-2.29, Synergy_HSA=-0.247. (9) Drug 1: CC1CCC2CC(C(=CC=CC=CC(CC(C(=O)C(C(C(=CC(C(=O)CC(OC(=O)C3CCCCN3C(=O)C(=O)C1(O2)O)C(C)CC4CCC(C(C4)OC)O)C)C)O)OC)C)C)C)OC. Drug 2: CC12CCC3C(C1CCC2O)C(CC4=C3C=CC(=C4)O)CCCCCCCCCS(=O)CCCC(C(F)(F)F)(F)F. Cell line: SNB-75. Synergy scores: CSS=2.57, Synergy_ZIP=-1.67, Synergy_Bliss=-1.62, Synergy_Loewe=-1.81, Synergy_HSA=-1.18.